From a dataset of Reaction yield outcomes from USPTO patents with 853,638 reactions. Predict the reaction yield, written as a fraction of the theoretical maximum amount of product (1.0 means a 100% yield; for example, 0.34 means a 34% yield). (1) The yield is 0.381. The product is [CH3:1][O:2][C:3]1[CH:49]=[CH:48][C:6]([CH2:7][N:8]([CH2:39][C:40]2[CH:41]=[CH:42][C:43]([O:46][CH3:47])=[CH:44][CH:45]=2)[C:9]2[N:14]=[C:13]([CH3:15])[N:12]=[C:11]([C:16]3[CH:17]=[C:18]([C@H:23]([N:25]4[CH2:30][CH2:29][N:28]([C:31]([O:33][C:34]([CH3:35])([CH3:36])[CH3:37])=[O:32])[CH2:27][C@H:26]4[CH3:38])[CH3:24])[CH:19]=[N:20][C:21]=3[NH:59][C:53]3[CH:54]=[N:55][C:56]([O:57][CH3:58])=[C:51]([F:50])[CH:52]=3)[N:10]=2)=[CH:5][CH:4]=1.[CH3:1][O:2][C:3]1[CH:49]=[CH:48][C:6]([CH2:7][N:8]([CH2:39][C:40]2[CH:41]=[CH:42][C:43]([O:46][CH3:47])=[CH:44][CH:45]=2)[C:9]2[N:14]=[C:13]([CH3:15])[N:12]=[C:11]([C:16]3[CH:17]=[C:18]([C@@H:23]([N:25]4[CH2:30][CH2:29][N:28]([C:31]([O:33][C:34]([CH3:35])([CH3:36])[CH3:37])=[O:32])[CH2:27][C@H:26]4[CH3:38])[CH3:24])[CH:19]=[N:20][C:21]=3[NH:59][C:53]3[CH:54]=[N:55][C:56]([O:57][CH3:58])=[C:51]([F:50])[CH:52]=3)[N:10]=2)=[CH:5][CH:4]=1. No catalyst specified. The reactants are [CH3:1][O:2][C:3]1[CH:49]=[CH:48][C:6]([CH2:7][N:8]([CH2:39][C:40]2[CH:45]=[CH:44][C:43]([O:46][CH3:47])=[CH:42][CH:41]=2)[C:9]2[N:14]=[C:13]([CH3:15])[N:12]=[C:11]([C:16]3[CH:17]=[C:18]([CH:23]([N:25]4[CH2:30][CH2:29][N:28]([C:31]([O:33][C:34]([CH3:37])([CH3:36])[CH3:35])=[O:32])[CH2:27][C@H:26]4[CH3:38])[CH3:24])[CH:19]=[N:20][C:21]=3F)[N:10]=2)=[CH:5][CH:4]=1.[F:50][C:51]1[CH:52]=[C:53]([NH2:59])[CH:54]=[N:55][C:56]=1[O:57][CH3:58].O1CCCC1.C[Si]([N-][Si](C)(C)C)(C)C.[Li+]. (2) The reactants are [CH2:1]1[C:9]2[C:4](=[CH:5][CH:6]=[CH:7][CH:8]=2)[CH2:3][C:2]1=O.[CH2:11]([NH2:14])[C:12]#[CH:13]. No catalyst specified. The product is [N:14]1[CH:11]=[CH:12][CH:13]=[C:1]2[C:9]3[CH:8]=[CH:7][CH:6]=[CH:5][C:4]=3[CH2:3][C:2]=12. The yield is 0.560. (3) The reactants are [CH:1]1([O:4][C:5]2[CH:6]=[C:7]([C:15]3[N:32](COCC[Si](C)(C)C)[C:18]4[CH:19]=[N:20][N:21]([CH2:24][O:25][CH2:26][CH2:27][Si:28]([CH3:31])([CH3:30])[CH3:29])[C:22](=[O:23])[C:17]=4[C:16]=3[CH2:41][CH2:42][CH2:43][CH2:44][CH3:45])[CH:8]=[CH:9][C:10]=2[O:11][CH:12]([F:14])[F:13])[CH2:3][CH2:2]1.C1(OC2C=C(C3N(COCC[Si](C)(C)C)C4C=NN(COCC[Si](C)(C)C)C(=O)C=4C=3C)C=CC=2OC(F)F)CC1. No catalyst specified. The product is [CH:1]1([O:4][C:5]2[CH:6]=[C:7]([C:15]3[NH:32][C:18]4[CH:19]=[N:20][N:21]([CH2:24][O:25][CH2:26][CH2:27][Si:28]([CH3:30])([CH3:29])[CH3:31])[C:22](=[O:23])[C:17]=4[C:16]=3[CH2:41][CH2:42][CH2:43][CH2:44][CH3:45])[CH:8]=[CH:9][C:10]=2[O:11][CH:12]([F:14])[F:13])[CH2:3][CH2:2]1. The yield is 0.620. (4) The reactants are [CH:1]([N:4]1[C:8]([C:9]2[N:18]=[C:17]3[N:11]([CH2:12][CH2:13][O:14][C:15]4[CH:22]=[C:21](O)[N:20]=[CH:19][C:16]=43)[CH:10]=2)=[N:7][CH:6]=[N:5]1)([CH3:3])[CH3:2].Cl.N1CCC[C@@H]1C[OH:28].CC[N:34]([CH:38]([CH3:40])C)[CH:35]([CH3:37])C. No catalyst specified. The product is [CH:1]([N:4]1[C:8]([C:9]2[N:18]=[C:17]3[C:16]4[CH:19]=[N:20][C:21]([N:34]5[CH2:35][CH2:37][C@@H:40]([OH:28])[CH2:38]5)=[CH:22][C:15]=4[O:14][CH2:13][CH2:12][N:11]3[CH:10]=2)=[N:7][CH:6]=[N:5]1)([CH3:3])[CH3:2]. The yield is 0.340.